This data is from Forward reaction prediction with 1.9M reactions from USPTO patents (1976-2016). The task is: Predict the product of the given reaction. (1) Given the reactants [Br:1][C:2]1[N:3]([CH2:8][C:9]2[CH:14]=[CH:13][CH:12]=[C:11]([F:15])[CH:10]=2)[C:4](=[O:7])[NH:5][N:6]=1.Cl[CH2:17][C:18]([O:20][CH3:21])=[O:19].C(=O)([O-])[O-].[K+].[K+].Cl, predict the reaction product. The product is: [CH3:21][O:20][C:18](=[O:19])[CH2:17][N:5]1[C:4](=[O:7])[N:3]([CH2:8][C:9]2[CH:14]=[CH:13][CH:12]=[C:11]([F:15])[CH:10]=2)[C:2]([Br:1])=[N:6]1. (2) Given the reactants [CH3:1][O:2][C:3](=[O:32])[CH2:4][C:5]1[CH:10]=[CH:9][C:8]([CH2:11][NH:12][CH2:13][CH2:14][CH2:15][N:16]2[C:24](=[O:25])[NH:23][C:22]3[C:17]2=[N:18][C:19]([O:27][CH2:28][CH2:29][CH2:30][CH3:31])=[N:20][C:21]=3[NH2:26])=[CH:7][CH:6]=1.C(OC([N:40]1[CH2:45][CH2:44][N:43]([CH2:46][CH2:47][C:48](O)=[O:49])[CH2:42][CH2:41]1)=O)(C)(C)C.CN(C(ON1N=NC2C=CC=NC1=2)=[N+](C)C)C.F[P-](F)(F)(F)(F)F.C(O)(C(F)(F)F)=O, predict the reaction product. The product is: [CH3:1][O:2][C:3](=[O:32])[CH2:4][C:5]1[CH:10]=[CH:9][C:8]([CH2:11][N:12]([CH2:13][CH2:14][CH2:15][N:16]2[C:24](=[O:25])[NH:23][C:22]3[C:17]2=[N:18][C:19]([O:27][CH2:28][CH2:29][CH2:30][CH3:31])=[N:20][C:21]=3[NH2:26])[C:48](=[O:49])[CH2:47][CH2:46][N:43]2[CH2:44][CH2:45][NH:40][CH2:41][CH2:42]2)=[CH:7][CH:6]=1. (3) Given the reactants S(CCC[O:8][C:9]1[CH:14]=[CH:13][C:12]([C:15]([C:33]#[N:34])=[C:16]([C:19]2[CH:24]=[CH:23][C:22]([O:25]CCCS([O-])(=O)=O)=[CH:21][CH:20]=2)[C:17]#[N:18])=[CH:11][CH:10]=1)([O-])(=O)=O.[Na+].[Na+].COC1C=CC(/C(=C(/C2C=CC(OC)=CC=2)\C#N)/C#N)=CC=1, predict the reaction product. The product is: [OH:8][C:9]1[CH:10]=[CH:11][C:12](/[C:15](=[C:16](/[C:19]2[CH:20]=[CH:21][C:22]([OH:25])=[CH:23][CH:24]=2)\[C:17]#[N:18])/[C:33]#[N:34])=[CH:13][CH:14]=1. (4) Given the reactants [Cl:1][C:2]1[CH:7]=[C:6]([Cl:8])[CH:5]=[CH:4][C:3]=1[CH2:9][C:10]([O:12][CH3:13])=[O:11].[H-].[Na+].[CH3:16]I, predict the reaction product. The product is: [Cl:1][C:2]1[CH:7]=[C:6]([Cl:8])[CH:5]=[CH:4][C:3]=1[CH:9]([CH3:16])[C:10]([O:12][CH3:13])=[O:11]. (5) Given the reactants [N:1]1([CH2:6][CH2:7][O:8][C:9]2[CH:14]=[CH:13][C:12]([NH2:15])=[CH:11][CH:10]=2)[CH2:5][CH2:4][CH2:3][CH2:2]1.O[CH:17]=[C:18]1[C:26]2[C:21](=[CH:22][CH:23]=[CH:24][CH:25]=2)[NH:20][C:19]1=[O:27], predict the reaction product. The product is: [N:1]1([CH2:6][CH2:7][O:8][C:9]2[CH:10]=[CH:11][C:12]([NH:15][CH:17]=[C:18]3[C:26]4[C:21](=[CH:22][CH:23]=[CH:24][CH:25]=4)[NH:20][C:19]3=[O:27])=[CH:13][CH:14]=2)[CH2:5][CH2:4][CH2:3][CH2:2]1. (6) Given the reactants [O:1]=[CH:2][C@@H:3]([C@H:5]([C@@H:7]([C@@H:9]([CH2:11][OH:12])[OH:10])[OH:8])[OH:6])[OH:4].O=C[C@@H]([C@H]([C@@H](CO)O)O)O.O=C[C@H]([C@@H]([C@@H](CO)O)O)O.O=C[C@@H]([C@H]([C@@H](CO)O)O)O.O=C[C@H]([C@@H]([C@@H](CO)O)O)O, predict the reaction product. The product is: [O:1]=[CH:2][C@H:3]([C@H:5]([C@@H:7]([C@@H:9]([CH2:11][OH:12])[OH:10])[OH:8])[OH:6])[OH:4]. (7) The product is: [NH2:2][C:1](=[N:24][OH:25])[C:3]1[CH:22]=[CH:21][C:6]([CH2:7][N:8]([CH3:20])[C@H:9]([C:10]([O:12][C:13]([CH3:15])([CH3:14])[CH3:16])=[O:11])[CH:17]([CH3:19])[CH3:18])=[C:5]([F:23])[CH:4]=1. Given the reactants [C:1]([C:3]1[CH:22]=[CH:21][C:6]([CH2:7][N:8]([CH3:20])[CH:9]([CH:17]([CH3:19])[CH3:18])[C:10]([O:12][C:13]([CH3:16])([CH3:15])[CH3:14])=[O:11])=[C:5]([F:23])[CH:4]=1)#[N:2].[NH2:24][OH:25], predict the reaction product.